This data is from Forward reaction prediction with 1.9M reactions from USPTO patents (1976-2016). The task is: Predict the product of the given reaction. (1) Given the reactants CN(C)C=O.[CH:6]([C:8]1[CH:18]=[CH:17][C:11]([CH:12]=[CH:13][C:14]([OH:16])=[O:15])=[CH:10][CH:9]=1)=[O:7].C(=O)([O-])[O-].[K+].[K+].[CH2:25](I)[CH3:26], predict the reaction product. The product is: [CH:6]([C:8]1[CH:18]=[CH:17][C:11](/[CH:12]=[CH:13]/[C:14]([O:16][CH2:25][CH3:26])=[O:15])=[CH:10][CH:9]=1)=[O:7]. (2) Given the reactants [CH3:1][S:2][C:3]1[C:11]2[N:10]=[CH:9][NH:8][C:7]=2[CH:6]=[CH:5][CH:4]=1.[H-].[Na+].Br[CH2:15][CH:16]1[CH2:18][CH2:17]1, predict the reaction product. The product is: [CH:16]1([CH2:15][N:8]2[C:7]3[CH:6]=[CH:5][CH:4]=[C:3]([S:2][CH3:1])[C:11]=3[N:10]=[CH:9]2)[CH2:18][CH2:17]1.[CH:16]1([CH2:15][N:10]2[C:11]3[C:3]([S:2][CH3:1])=[CH:4][CH:5]=[CH:6][C:7]=3[N:8]=[CH:9]2)[CH2:18][CH2:17]1. (3) Given the reactants Cl[C:2]1[C:7]([N+:8]([O-:10])=[O:9])=[CH:6][CH:5]=[CH:4][N:3]=1.C(=O)([O-])[O-].[K+].[K+].[NH2:17][C@@H:18]([CH3:22])[C:19]([OH:21])=[O:20], predict the reaction product. The product is: [N+:8]([C:7]1[C:2]([NH:17][C@H:18]([CH3:22])[C:19]([OH:21])=[O:20])=[N:3][CH:4]=[CH:5][CH:6]=1)([O-:10])=[O:9]. (4) Given the reactants [OH:1][CH2:2][C:3]1[CH:11]=[CH:10][CH:9]=[C:8]2[C:4]=1[CH:5]=[CH:6][NH:7]2.C1CCCCC1, predict the reaction product. The product is: [CH:2]([C:3]1[CH:11]=[CH:10][CH:9]=[C:8]2[C:4]=1[CH:5]=[CH:6][NH:7]2)=[O:1]. (5) Given the reactants [C:1]([CH2:3][C:4]([NH2:6])=[O:5])#[N:2].[H-].[Na+].[H][H].F[C:12]1[CH:17]=[CH:16][C:15]([C:18]2[N:19]=[N:20][N:21]([CH3:23])[N:22]=2)=[CH:14][C:13]=1[N+:24]([O-:26])=[O:25].Cl, predict the reaction product. The product is: [C:1]([CH:3]([C:12]1[CH:17]=[CH:16][C:15]([C:18]2[N:19]=[N:20][N:21]([CH3:23])[N:22]=2)=[CH:14][C:13]=1[N+:24]([O-:26])=[O:25])[C:4]([NH2:6])=[O:5])#[N:2]. (6) The product is: [CH3:1][O:2][C:3]([C@@H:5]1[CH2:9][CH2:8][N:7]([CH2:10][C:11]2[N:20]=[CH:19][C:18]3[C:13](=[CH:14][CH:15]=[C:16]([O:21][CH:38]4[CH2:39][CH2:40][CH:35]([C:41]([CH3:47])([CH3:46])[CH2:42][CH3:43])[CH2:36][CH2:37]4)[CH:17]=3)[N:12]=2)[CH2:6]1)=[O:4]. Given the reactants [CH3:1][O:2][C:3]([C@@H:5]1[CH2:9][CH2:8][N:7]([CH2:10][C:11]2[N:20]=[CH:19][C:18]3[C:13](=[CH:14][CH:15]=[C:16]([OH:21])[CH:17]=3)[N:12]=2)[CH2:6]1)=[O:4].[C:35]1(P([C:35]2[CH:40]=[CH:39][CH:38]=[CH:37][CH:36]=2)[C:35]2[CH:40]=[CH:39][CH:38]=[CH:37][CH:36]=2)[CH:40]=[CH:39][CH:38]=[CH:37][CH:36]=1.[C:41]1([CH3:47])[CH:46]=CC=[CH:43][CH:42]=1, predict the reaction product. (7) The product is: [CH3:13][N:2]([CH3:1])[C:3]1[C:7]([CH3:8])=[CH:6][S:5][C:4]=1[C:9]([OH:11])=[O:10]. Given the reactants [CH3:1][N:2]([CH3:13])[C:3]1[C:7]([CH3:8])=[CH:6][S:5][C:4]=1[C:9]([O:11]C)=[O:10].O.[OH-].[Li+].Cl, predict the reaction product. (8) Given the reactants [F:1][C@H:2]1[C@H:8]([NH:9]C(=O)OC(C)(C)C)[CH2:7][CH2:6][C@@H:5]([C:17]2[N:21]([CH3:22])[N:20]=[CH:19][C:18]=2[N+:23]([O-])=O)[O:4][CH2:3]1.[F:26][C:27]1[CH:32]=[C:31]([O:33][CH:34]2[CH2:39][CH2:38][O:37][CH2:36][CH2:35]2)[CH:30]=[C:29]([F:40])[C:28]=1[C:41]1[N:46]=[C:45]([C:47](O)=[O:48])[CH:44]=[CH:43][C:42]=1[F:50], predict the reaction product. The product is: [NH2:9][C@H:8]1[C@H:2]([F:1])[CH2:3][O:4][C@H:5]([C:17]2[N:21]([CH3:22])[N:20]=[CH:19][C:18]=2[NH:23][C:47](=[O:48])[C:45]2[CH:44]=[CH:43][C:42]([F:50])=[C:41]([C:28]3[C:29]([F:40])=[CH:30][C:31]([O:33][CH:34]4[CH2:35][CH2:36][O:37][CH2:38][CH2:39]4)=[CH:32][C:27]=3[F:26])[N:46]=2)[CH2:6][CH2:7]1.